From a dataset of Reaction yield outcomes from USPTO patents with 853,638 reactions. Predict the reaction yield, written as a fraction of the theoretical maximum amount of product (1.0 means a 100% yield; for example, 0.34 means a 34% yield). (1) The yield is 0.700. The product is [Cl:11][C:4]1[CH:3]=[C:2]([C:14]2[CH:15]=[CH:16][S:12][CH:13]=2)[N:7]=[C:6]2[CH2:8][CH2:9][CH2:10][C:5]=12. The reactants are Cl[C:2]1[N:7]=[C:6]2[CH2:8][CH2:9][CH2:10][C:5]2=[C:4]([Cl:11])[CH:3]=1.[S:12]1[CH:16]=[CH:15][C:14](B(O)O)=[CH:13]1. No catalyst specified. (2) The reactants are [F:1][C:2]([F:28])([F:27])[CH:3]([C:18]1[CH:23]=[C:22]([Cl:24])[C:21]([Cl:25])=[C:20]([Cl:26])[CH:19]=1)/[CH:4]=[CH:5]/[C:6]1[C:15]2[C:10](=[CH:11][CH:12]=[CH:13][CH:14]=2)[C:9]([CH2:16][NH2:17])=[CH:8][CH:7]=1.[CH2:29]([N:31]=[C:32]=[O:33])[CH3:30]. The catalyst is C(Cl)Cl. The product is [CH2:29]([NH:31][C:32]([NH:17][CH2:16][C:9]1[C:10]2[C:15](=[CH:14][CH:13]=[CH:12][CH:11]=2)[C:6](/[CH:5]=[CH:4]/[CH:3]([C:18]2[CH:19]=[C:20]([Cl:26])[C:21]([Cl:25])=[C:22]([Cl:24])[CH:23]=2)[C:2]([F:1])([F:27])[F:28])=[CH:7][CH:8]=1)=[O:33])[CH3:30]. The yield is 0.600.